Task: Predict the reaction yield, written as a fraction of the theoretical maximum amount of product (1.0 means a 100% yield; for example, 0.34 means a 34% yield).. Dataset: Reaction yield outcomes from USPTO patents with 853,638 reactions (1) The reactants are [C:1]([O:5][C:6]([C:8]1[CH:13]=[CH:12][C:11]([S:14]([NH2:17])(=[O:16])=[O:15])=[CH:10][C:9]=1[OH:18])=[O:7])([CH3:4])([CH3:3])[CH3:2].[O:19]([C:26]([NH:28][C:29]1[C:30](=[CH:35][CH:36]=[CH:37][CH:38]=1)[C:31]([O:33][CH3:34])=[O:32])=O)C1C=CC=CC=1. No catalyst specified. The product is [C:1]([O:5][C:6]([C:8]1[CH:13]=[CH:12][C:11]([S:14]([NH:17][C:26]([NH:28][C:29]2[CH:38]=[CH:37][CH:36]=[CH:35][C:30]=2[C:31]([O:33][CH3:34])=[O:32])=[O:19])(=[O:16])=[O:15])=[CH:10][C:9]=1[OH:18])=[O:7])([CH3:4])([CH3:2])[CH3:3]. The yield is 0.780. (2) The reactants are [C:1]12([CH2:11][OH:12])[CH2:10][CH:5]3[CH2:6][CH:7]([CH2:9][CH:3]([CH2:4]3)[CH2:2]1)[CH2:8]2.[F:13][C:14]([F:21])([F:20])[C:15](=[CH2:19])[C:16]([OH:18])=[O:17]. No catalyst specified. The product is [F:13][C:14]([F:21])([F:20])[C:15](=[CH2:19])[C:16]([O:18][CH:2]([O:12][CH2:11][C:1]12[CH2:8][CH:7]3[CH2:6][CH:5]([CH2:4][CH:3]([CH2:9]3)[CH2:2]1)[CH2:10]2)[CH:1]([CH3:10])[CH3:8])=[O:17]. The yield is 0.670. (3) The reactants are [Cl:1][C:2]1[CH:7]=[CH:6][C:5]([C@@:8]23[O:15][C@@:12]([CH2:16][OH:17])([CH2:13][O:14]2)[C@@H:11]([OH:18])[C@H:10]([OH:19])[C@H:9]3[OH:20])=[CH:4][C:3]=1[CH2:21][C:22]1[CH:27]=[CH:26][C:25]([O:28][CH2:29][CH3:30])=[CH:24][CH:23]=1.[CH2:31]([O:33][C:34](Cl)=[O:35])[CH3:32]. The catalyst is N1C(C)=CC(C)=CC=1C. The product is [CH2:31]([O:33][C:34](=[O:35])[O:17][CH2:16][C@:12]12[O:15][C@:8]([C:5]3[CH:6]=[CH:7][C:2]([Cl:1])=[C:3]([CH2:21][C:22]4[CH:23]=[CH:24][C:25]([O:28][CH2:29][CH3:30])=[CH:26][CH:27]=4)[CH:4]=3)([O:14][CH2:13]1)[C@H:9]([OH:20])[C@@H:10]([OH:19])[C@@H:11]2[OH:18])[CH3:32]. The yield is 0.400. (4) The reactants are [O:1]=[C:2]([CH3:21])[CH:3]([C:15]1[CH:20]=[CH:19][CH:18]=[CH:17][CH:16]=1)[C:4]([NH:6][CH2:7][CH2:8][C:9]1[CH:14]=[CH:13][CH:12]=[CH:11][CH:10]=1)=[O:5].[F:22][C:23]([F:36])([F:35])[S:24](O[S:24]([C:23]([F:36])([F:35])[F:22])(=[O:26])=[O:25])(=[O:26])=[O:25].C(N(CC)CC)C. The catalyst is ClCCl. The product is [F:22][C:23]([F:36])([F:35])[S:24]([O:1]/[C:2](/[CH3:21])=[C:3](/[C:15]1[CH:20]=[CH:19][CH:18]=[CH:17][CH:16]=1)\[C:4](=[O:5])[NH:6][CH2:7][CH2:8][C:9]1[CH:10]=[CH:11][CH:12]=[CH:13][CH:14]=1)(=[O:26])=[O:25]. The yield is 0.560. (5) The reactants are C[O:2][C:3]1[CH:8]=[CH:7][N:6]([C:9]([O:11][C:12]2[CH:17]=CC=C[CH:13]=2)=[O:10])[CH:5]([CH3:18])[CH:4]=1.[CH3:19]C(C)([O-])C.[K+]. The catalyst is O1CCCC1. The product is [CH3:18][CH:5]1[CH2:4][C:3](=[O:2])[CH:8]=[CH:7][N:6]1[C:9]([O:11][C:12]([CH3:13])([CH3:17])[CH3:19])=[O:10]. The yield is 0.510. (6) The reactants are [CH:1]([C:3]1[CH:8]=[CH:7][C:6]([C:9]2[CH:14]=[CH:13][C:12]([CH2:15][CH2:16][C:17]([C:19]3[O:20][C:21]([C:24]4[N:29]=[C:28]([C:30]([O:32][CH3:33])=[O:31])[CH:27]=[CH:26][CH:25]=4)=[CH:22][N:23]=3)=[O:18])=[CH:11][CH:10]=2)=[CH:5][CH:4]=1)=O.[NH:34]1[CH2:39][CH2:38][S:37][CH2:36][CH2:35]1.[BH-](OC(C)=O)(OC(C)=O)OC(C)=O.[Na+]. The catalyst is ClC(Cl)C. The product is [S:37]1[CH2:38][CH2:39][N:34]([CH2:1][C:3]2[CH:8]=[CH:7][C:6]([C:9]3[CH:14]=[CH:13][C:12]([CH2:15][CH2:16][C:17]([C:19]4[O:20][C:21]([C:24]5[N:29]=[C:28]([C:30]([O:32][CH3:33])=[O:31])[CH:27]=[CH:26][CH:25]=5)=[CH:22][N:23]=4)=[O:18])=[CH:11][CH:10]=3)=[CH:5][CH:4]=2)[CH2:35][CH2:36]1. The yield is 0.610.